Task: Predict the product of the given reaction.. Dataset: Forward reaction prediction with 1.9M reactions from USPTO patents (1976-2016) (1) Given the reactants [Cl:1][C:2]1[CH:7]=[C:6](Cl)[CH:5]=[CH:4][C:3]=1[SH:9].[Br:10][C:11]1[CH:16]=[CH:15][CH:14]=[CH:13][C:12]=1S.Cl[C:19]1C=CC=C[C:20]=1[CH:21]=[O:22].NCCCCCCO.[CH2:35]1[C:44]2[C:39](=[CH:40][CH:41]=[CH:42][CH:43]=2)[CH2:38][CH2:37][NH:36]1, predict the reaction product. The product is: [Br:10][C:11]1[CH:16]=[CH:15][CH:14]=[CH:13][C:12]=1[S:9][C:3]1[CH:4]=[CH:5][C:6](/[CH:19]=[CH:20]/[C:21]([N:36]2[CH2:37][CH2:38][CH:39]3[C:44](=[CH:43][CH:42]=[CH:41][CH2:40]3)[CH2:35]2)=[O:22])=[CH:7][C:2]=1[Cl:1]. (2) The product is: [C:25]([O:24][C:22]([N:8]1[CH2:7][CH2:6][C:5]2[C:10](=[CH:11][C:2]([Cl:1])=[CH:3][CH:4]=2)[C:9]1=[O:12])=[O:23])([CH3:28])([CH3:27])[CH3:26]. Given the reactants [Cl:1][C:2]1[CH:11]=[C:10]2[C:5]([CH2:6][CH2:7][NH:8][C:9]2=[O:12])=[CH:4][CH:3]=1.C(N(C(C)C)CC)(C)C.[C:22](O[C:22]([O:24][C:25]([CH3:28])([CH3:27])[CH3:26])=[O:23])([O:24][C:25]([CH3:28])([CH3:27])[CH3:26])=[O:23], predict the reaction product. (3) Given the reactants [OH:1][C:2]1[CH:12]=[CH:11][C:5]([CH:6]=[CH:7][C:8]([OH:10])=[O:9])=[CH:4][CH:3]=1.[I-].[K+].[OH-].[K+].Cl[CH2:18][CH2:19][CH2:20][CH2:21][CH2:22][CH2:23][OH:24], predict the reaction product. The product is: [OH:24][CH2:23][CH2:22][CH2:21][CH2:20][CH2:19][CH2:18][O:1][C:2]1[CH:3]=[CH:4][C:5]([CH:6]=[CH:7][C:8]([OH:10])=[O:9])=[CH:11][CH:12]=1. (4) Given the reactants [CH3:1][N:2]1[C:6]([CH3:7])=[C:5]([CH2:8][N:9]2[CH2:14][CH2:13][N:12]([C:15]3[C:20]([C:21]4[CH:26]=[CH:25][C:24]([CH2:27]O)=[CH:23][CH:22]=4)=[N:19][CH:18]=[CH:17][N:16]=3)[CH2:11][CH2:10]2)[CH:4]=[N:3]1.S(Cl)([Cl:31])=O, predict the reaction product. The product is: [ClH:31].[ClH:31].[Cl:31][CH2:27][C:24]1[CH:25]=[CH:26][C:21]([C:20]2[C:15]([N:12]3[CH2:13][CH2:14][N:9]([CH2:8][C:5]4[CH:4]=[N:3][N:2]([CH3:1])[C:6]=4[CH3:7])[CH2:10][CH2:11]3)=[N:16][CH:17]=[CH:18][N:19]=2)=[CH:22][CH:23]=1. (5) The product is: [ClH:1].[Cl:1][C:2]1[CH:3]=[C:4]([CH:7]=[C:8]([Cl:12])[C:9]=1[O:10][CH3:11])[CH2:5][C:19]1[C:28]2[C:23](=[C:24]([OH:32])[C:25]([O:29][CH2:30][CH3:31])=[CH:26][CH:27]=2)[CH:22]=[N:21][CH:20]=1. Given the reactants [Cl:1][C:2]1[CH:3]=[C:4]([CH:7]=[C:8]([Cl:12])[C:9]=1[O:10][CH3:11])[CH:5]=O.Cl.CO.C(O[CH:19](OCC)[CH2:20][NH:21][CH2:22][C:23]1[CH:28]=[CH:27][CH:26]=[C:25]([O:29][CH2:30][CH3:31])[C:24]=1[OH:32])C, predict the reaction product. (6) Given the reactants [CH2:1]([CH:8]1[CH2:13][CH2:12][N:11]([C:14](=[O:25])[CH2:15][NH:16][C:17]2[CH:22]=[CH:21][C:20]([O:23]C)=[CH:19][CH:18]=2)[CH2:10][CH2:9]1)[C:2]1[CH:7]=[CH:6][CH:5]=[CH:4][CH:3]=1.B(Br)(Br)Br, predict the reaction product. The product is: [CH2:1]([CH:8]1[CH2:9][CH2:10][N:11]([C:14](=[O:25])[CH2:15][NH:16][C:17]2[CH:22]=[CH:21][C:20]([OH:23])=[CH:19][CH:18]=2)[CH2:12][CH2:13]1)[C:2]1[CH:7]=[CH:6][CH:5]=[CH:4][CH:3]=1. (7) Given the reactants C([O:4][C@H:5]([CH3:25])[CH2:6][CH2:7][CH2:8][CH2:9][N:10]1[C:18](=[O:19])[C:17]2[N:16]3[CH2:20][CH2:21][NH:22][C:15]3=[N:14][C:13]=2[N:12]([CH3:23])[C:11]1=[O:24])(=O)C.Cl.C(OCC)C, predict the reaction product. The product is: [OH:4][C@H:5]([CH3:25])[CH2:6][CH2:7][CH2:8][CH2:9][N:10]1[C:18](=[O:19])[C:17]2[N:16]3[CH2:20][CH2:21][NH:22][C:15]3=[N:14][C:13]=2[N:12]([CH3:23])[C:11]1=[O:24].